Predict the reactants needed to synthesize the given product. From a dataset of Retrosynthesis with 50K atom-mapped reactions and 10 reaction types from USPTO. (1) The reactants are: Cc1cc(Nc2ncc(F)c3nn(-c4c(Cl)cc(C=O)cc4Cl)cc23)ncn1. Given the product Cc1cc(Nc2ncc(F)c3nn(-c4c(Cl)cc(CO)cc4Cl)cc23)ncn1, predict the reactants needed to synthesize it. (2) Given the product O=C(Nc1ccc(C(F)(F)F)cc1)C(=O)N1CCC(Cc2ccc(F)cc2)CC1, predict the reactants needed to synthesize it. The reactants are: Nc1ccc(C(F)(F)F)cc1.O=C(O)C(=O)N1CCC(Cc2ccc(F)cc2)CC1. (3) Given the product CCOC(=O)Cc1c(C)c(N)c2c(c1C)CCN2C(C)=O, predict the reactants needed to synthesize it. The reactants are: CCOC(=O)Cc1c(C)c2c(c([N+](=O)[O-])c1C)N(C(C)=O)CC2. (4) Given the product Cn1cc(-c2cc(N)ccc2C(C)(C)C#N)cn1, predict the reactants needed to synthesize it. The reactants are: CC(C)(C#N)c1ccc(N)cc1Br.Cn1cc(B2OC(C)(C)C(C)(C)O2)cn1. (5) Given the product Brc1ccc(-c2nsc3cc(OCCCCN4CCOCC4)ccc23)cc1, predict the reactants needed to synthesize it. The reactants are: BrCCCCOc1ccc2c(-c3ccc(Br)cc3)nsc2c1.C1COCCN1. (6) Given the product CC(C)(C)OC(=O)N1CCC(NC(=O)Nc2ccc(OC(F)(F)F)cc2)CC1, predict the reactants needed to synthesize it. The reactants are: CC(C)(C)OC(=O)N1CCC(N)CC1.O=C=Nc1ccc(OC(F)(F)F)cc1. (7) Given the product O=C(O)C(Cc1ccc(C(F)(F)F)c(F)c1)C(O)c1ccc(F)cc1, predict the reactants needed to synthesize it. The reactants are: CCOC(=O)C(Cc1ccc(C(F)(F)F)c(F)c1)C(O)c1ccc(F)cc1.